Dataset: Forward reaction prediction with 1.9M reactions from USPTO patents (1976-2016). Task: Predict the product of the given reaction. (1) Given the reactants [CH3:1][C:2]1([CH3:29])[O:7][CH2:6][CH:5]([CH2:8][O:9][C:10]2[C:15]([CH3:16])=[CH:14][N:13]=[C:12]([CH2:17][S:18][C:19]3[NH:23][C:22]4[CH:24]=[CH:25][CH:26]=[CH:27][C:21]=4[N:20]=3)[C:11]=2[CH3:28])[CH2:4][O:3]1.ClC1C=CC=C(C(OO)=[O:38])C=1.C(=O)([O-])O.[Na+], predict the reaction product. The product is: [CH3:1][C:2]1([CH3:29])[O:3][CH2:4][CH:5]([CH2:8][O:9][C:10]2[C:15]([CH3:16])=[CH:14][N:13]=[C:12]([CH2:17][S:18]([C:19]3[NH:20][C:21]4[CH:27]=[CH:26][CH:25]=[CH:24][C:22]=4[N:23]=3)=[O:38])[C:11]=2[CH3:28])[CH2:6][O:7]1. (2) The product is: [F:1][C:2]1[CH:7]=[CH:6][C:5]([CH:10]([C:5]2[CH:6]=[CH:7][C:2]([F:1])=[CH:3][CH:4]=2)[C:9]([OH:13])=[O:12])=[CH:4][CH:3]=1. Given the reactants [F:1][C:2]1[CH:7]=[CH:6][CH:5]=[CH:4][CH:3]=1.O.[C:9]([OH:13])(=[O:12])[CH:10]=O.S(=O)(=O)(O)O.[OH-].[K+], predict the reaction product. (3) Given the reactants [F:1][C:2]1[C:7]([NH:8][CH2:9][C:10]2[C:15]([F:16])=[CH:14][CH:13]=[C:12]([C:17]3[CH:22]=[CH:21][CH:20]=[C:19]([F:23])[CH:18]=3)[C:11]=2[CH3:24])=[C:6]([F:25])[CH:5]=[CH:4][C:3]=1[OH:26].C([O-])([O-])=O.[Cs+].[Cs+].Br[CH2:34][C:35]([O:37][CH2:38][CH3:39])=[O:36].O, predict the reaction product. The product is: [F:1][C:2]1[C:7]([NH:8][CH2:9][C:10]2[C:15]([F:16])=[CH:14][CH:13]=[C:12]([C:17]3[CH:22]=[CH:21][CH:20]=[C:19]([F:23])[CH:18]=3)[C:11]=2[CH3:24])=[C:6]([F:25])[CH:5]=[CH:4][C:3]=1[O:26][CH2:34][C:35]([O:37][CH2:38][CH3:39])=[O:36]. (4) Given the reactants [NH2:1][C:2]1[N:7]=[C:6]([OH:8])[CH:5]=[C:4]([C:9]([CH3:12])([CH3:11])[CH3:10])[N:3]=1.[NH:13]1[CH2:17][CH2:16][CH:15]([NH:18]C(=O)[O:20][C:21]([CH3:24])(C)C)[CH2:14]1, predict the reaction product. The product is: [C:6]([OH:8])(=[O:20])[CH3:5].[C:21]([OH:20])(=[O:8])[CH3:24].[NH2:18][CH:15]1[CH2:16][CH2:17][N:13]([C:6]2[CH:5]=[C:4]([C:9]([CH3:12])([CH3:11])[CH3:10])[N:3]=[C:2]([NH2:1])[N:7]=2)[CH2:14]1. (5) Given the reactants [F:1][C:2]1[CH:16]=[CH:15][CH:14]=[CH:13][C:3]=1[CH2:4][NH:5]/[N:6]=[CH:7]/[C:8]([O:10][CH2:11][CH3:12])=[O:9].[Cl:17]N1C(=O)CCC1=O, predict the reaction product. The product is: [Cl:17]/[C:7](=[N:6]\[NH:5][CH2:4][C:3]1[CH:13]=[CH:14][CH:15]=[CH:16][C:2]=1[F:1])/[C:8]([O:10][CH2:11][CH3:12])=[O:9].